This data is from Reaction yield outcomes from USPTO patents with 853,638 reactions. The task is: Predict the reaction yield, written as a fraction of the theoretical maximum amount of product (1.0 means a 100% yield; for example, 0.34 means a 34% yield). (1) The reactants are Br[C:2]1[CH:7]=[CH:6][CH:5]=[CH:4][N:3]=1.[Li]CCCC.CCCCCC.[C:19]([O:23][C:24]([N:26]1[CH2:31][CH2:30][C:29](=[O:32])[CH2:28][CH2:27]1)=[O:25])([CH3:22])([CH3:21])[CH3:20]. The catalyst is C(OCC)C. The product is [C:19]([O:23][C:24]([N:26]1[CH2:27][CH2:28][C:29]([OH:32])([C:2]2[CH:7]=[CH:6][CH:5]=[CH:4][N:3]=2)[CH2:30][CH2:31]1)=[O:25])([CH3:22])([CH3:20])[CH3:21]. The yield is 0.260. (2) The reactants are [CH3:1][O-:2].[Na+].Cl[C:5]1[C:14]2[C:9](=[C:10]([N+:16]([O-:18])=[O:17])[C:11]([Cl:15])=[CH:12][CH:13]=2)[N:8]=[CH:7][CH:6]=1. The catalyst is CO. The product is [Cl:15][C:11]1[C:10]([N+:16]([O-:18])=[O:17])=[C:9]2[C:14]([C:5]([O:2][CH3:1])=[CH:6][CH:7]=[N:8]2)=[CH:13][CH:12]=1. The yield is 0.830. (3) The reactants are [O:1]=[C:2]1[CH2:8][CH2:7][CH2:6][NH:5][CH2:4][CH2:3]1.Cl.[OH-].[Na+].[C:12]([O:16][C:17](OC([O-])=O)=[O:18])([CH3:15])([CH3:14])[CH3:13]. The catalyst is CC(O)(C)C.O. The product is [C:12]([O:16][C:17]([N:5]1[CH2:6][CH2:7][CH2:8][C:2](=[O:1])[CH2:3][CH2:4]1)=[O:18])([CH3:15])([CH3:14])[CH3:13]. The yield is 0.840. (4) The reactants are [H-].[Na+].[CH3:3][O:4][C:5]([CH2:7]P(OC)(OC)=O)=[O:6].[C:14]([O:18][C:19]([N:21]1[CH2:26][CH2:25][C:24](=O)[CH2:23][CH2:22]1)=[O:20])([CH3:17])([CH3:16])[CH3:15]. The catalyst is CN(C)C=O.C(OCC)C. The product is [CH3:3][O:4][C:5](=[O:6])[CH:7]=[C:24]1[CH2:25][CH2:26][N:21]([C:19]([O:18][C:14]([CH3:17])([CH3:16])[CH3:15])=[O:20])[CH2:22][CH2:23]1. The yield is 0.920. (5) The reactants are [N+:1]([C:4]1[C:5]([CH:14]=[O:15])=[CH:6][CH:7]=[C:8]2[C:13]=1[N:12]=[CH:11][CH:10]=[CH:9]2)([O-:3])=[O:2].Br[Mg][C:18]1[CH:23]=[CH:22][C:21]([CH3:24])=[CH:20][CH:19]=1. The catalyst is C1COCC1. The product is [N+:1]([C:4]1[C:5]([CH:14]([C:18]2[CH:23]=[CH:22][C:21]([CH3:24])=[CH:20][CH:19]=2)[OH:15])=[CH:6][CH:7]=[C:8]2[C:13]=1[N:12]=[CH:11][CH:10]=[CH:9]2)([O-:3])=[O:2]. The yield is 0.670. (6) The reactants are [Br:1][C:2]1[CH:3]=[C:4]([CH:7]=[CH:8][C:9]=1F)[CH:5]=[O:6].[F:11][C:12]1[CH:17]=[C:16]([F:18])[CH:15]=[CH:14][C:13]=1[OH:19].C(=O)([O-])[O-].[Cs+].[Cs+]. The catalyst is CS(C)=O. The product is [Br:1][C:2]1[CH:3]=[C:4]([CH:7]=[CH:8][C:9]=1[O:19][C:13]1[CH:14]=[CH:15][C:16]([F:18])=[CH:17][C:12]=1[F:11])[CH:5]=[O:6]. The yield is 0.950. (7) The yield is 0.410. The reactants are [CH2:1]([C:3]1[S:7][C:6]([C:8]2[CH:13]=[CH:12][CH:11]=[CH:10][N:9]=2)=[N:5][C:4]=1[OH:14])[CH3:2].[H-].[Na+].[F:17][C:18]([F:37])([F:36])[S:19](N([S:19]([C:18]([F:37])([F:36])[F:17])(=[O:21])=[O:20])C1C=CC=CC=1)(=[O:21])=[O:20]. The catalyst is C1COCC1. The product is [CH2:1]([C:3]1[S:7][C:6]([C:8]2[CH:13]=[CH:12][CH:11]=[CH:10][N:9]=2)=[N:5][C:4]=1[O:14][S:19]([C:18]([F:37])([F:36])[F:17])(=[O:21])=[O:20])[CH3:2].